Dataset: Peptide-MHC class I binding affinity with 185,985 pairs from IEDB/IMGT. Task: Regression. Given a peptide amino acid sequence and an MHC pseudo amino acid sequence, predict their binding affinity value. This is MHC class I binding data. (1) The peptide sequence is SHSIPNGLL. The MHC is HLA-B27:05 with pseudo-sequence HLA-B27:05. The binding affinity (normalized) is 0.0847. (2) The binding affinity (normalized) is 0. The peptide sequence is FPYSTFPII. The MHC is Mamu-A02 with pseudo-sequence Mamu-A02. (3) The peptide sequence is EFIPNLFCM. The MHC is HLA-B57:01 with pseudo-sequence HLA-B57:01. The binding affinity (normalized) is 0.213. (4) The peptide sequence is YMLDMTFPV. The MHC is HLA-A02:03 with pseudo-sequence HLA-A02:03. The binding affinity (normalized) is 1.00. (5) The binding affinity (normalized) is 0.826. The MHC is HLA-B40:01 with pseudo-sequence HLA-B40:01. The peptide sequence is AEMRETHWL. (6) The peptide sequence is WTIGYDTIY. The MHC is HLA-A24:03 with pseudo-sequence HLA-A24:03. The binding affinity (normalized) is 0.0847. (7) The peptide sequence is FIFFLLLAGRSCSDG. The MHC is HLA-B15:01 with pseudo-sequence HLA-B15:01. The binding affinity (normalized) is 0.247. (8) The peptide sequence is RGRAATMAL. The MHC is HLA-A69:01 with pseudo-sequence HLA-A69:01. The binding affinity (normalized) is 0.0847.